From a dataset of Full USPTO retrosynthesis dataset with 1.9M reactions from patents (1976-2016). Predict the reactants needed to synthesize the given product. (1) Given the product [Cl:1][CH2:2][C:3]([N:6]([CH2:7][CH2:8][N:9]1[C:17](=[O:18])[C:16]2[C:11](=[CH:12][CH:13]=[CH:14][CH:15]=2)[C:10]1=[O:19])[CH2:20][CH2:21][N:22]1[C:23](=[O:32])[C:24]2[C:29](=[CH:28][CH:27]=[CH:26][CH:25]=2)[C:30]1=[O:31])=[O:4], predict the reactants needed to synthesize it. The reactants are: [Cl:1][CH2:2][C:3](Cl)=[O:4].[NH:6]([CH2:20][CH2:21][N:22]1[C:30](=[O:31])[C:29]2[C:24](=[CH:25][CH:26]=[CH:27][CH:28]=2)[C:23]1=[O:32])[CH2:7][CH2:8][N:9]1[C:17](=[O:18])[C:16]2[C:11](=[CH:12][CH:13]=[CH:14][CH:15]=2)[C:10]1=[O:19].CCN(CC)CC. (2) Given the product [CH2:1]([C@H:8]1[N:13]([C:14]([C:16]2[N:17]=[CH:18][N:19]([C@H:27]3[CH2:32][CH2:31][CH2:30][CH2:29][C@@H:28]3[N:33]([C:34]([O:36][CH2:37][CH3:38])=[O:35])[CH3:48])[C:20]=2[C:21]2[CH:26]=[CH:25][CH:24]=[CH:23][CH:22]=2)=[O:15])[CH2:12][CH2:11][N:10]([C:39]([O:41][C:42]([CH3:44])([CH3:43])[CH3:45])=[O:40])[CH2:9]1)[C:2]1[CH:7]=[CH:6][CH:5]=[CH:4][CH:3]=1, predict the reactants needed to synthesize it. The reactants are: [CH2:1]([C@H:8]1[N:13]([C:14]([C:16]2[N:17]=[CH:18][N:19]([C@H:27]3[CH2:32][CH2:31][CH2:30][CH2:29][C@@H:28]3[NH:33][C:34]([O:36][CH2:37][CH3:38])=[O:35])[C:20]=2[C:21]2[CH:26]=[CH:25][CH:24]=[CH:23][CH:22]=2)=[O:15])[CH2:12][CH2:11][N:10]([C:39]([O:41][C:42]([CH3:45])([CH3:44])[CH3:43])=[O:40])[CH2:9]1)[C:2]1[CH:7]=[CH:6][CH:5]=[CH:4][CH:3]=1.[H-].[Na+].[CH3:48]I.